Dataset: Full USPTO retrosynthesis dataset with 1.9M reactions from patents (1976-2016). Task: Predict the reactants needed to synthesize the given product. (1) Given the product [CH2:42]([NH:45][C:30]([C:28]1[CH:27]=[CH:26][C:12]2[N:13]([CH2:14][C:15]3[CH:20]=[CH:19][C:18]([O:21][C:22]([F:25])([F:24])[F:23])=[CH:17][CH:16]=3)[C:9]([CH2:8][O:1][C:2]3[CH:7]=[CH:6][CH:5]=[CH:4][CH:3]=3)=[N:10][C:11]=2[CH:29]=1)=[O:32])[CH:43]=[CH2:44], predict the reactants needed to synthesize it. The reactants are: [O:1]([CH2:8][C:9]1[N:13]([CH2:14][C:15]2[CH:20]=[CH:19][C:18]([O:21][C:22]([F:25])([F:24])[F:23])=[CH:17][CH:16]=2)[C:12]2[CH:26]=[CH:27][C:28]([C:30]([OH:32])=O)=[CH:29][C:11]=2[N:10]=1)[C:2]1[CH:7]=[CH:6][CH:5]=[CH:4][CH:3]=1.CC(C)N=C=NC(C)C.[CH2:42]([NH2:45])[CH:43]=[CH2:44]. (2) Given the product [CH2:3]([O:10][C:11]1[C:12]2[N:13]=[CH:14][N:15]([C:31]=2[N:32]=[C:33]([NH2:35])[N:34]=1)[C@@H:16]1[O:30][C@H:27]([CH2:28][OH:29])[C@@H:18]([O:19][Si:20]([C:23]([CH3:24])([CH3:26])[CH3:25])([CH3:22])[CH3:21])[CH2:17]1)[C:4]1[CH:5]=[CH:6][CH:7]=[CH:8][CH:9]=1, predict the reactants needed to synthesize it. The reactants are: [OH-].[Na+].[CH2:3]([O:10][C:11]1[C:12]2[N:13]=[CH:14][N:15]([C:31]=2[N:32]=[C:33]([NH:35]C(=O)COC2C=CC=CC=2)[N:34]=1)[C@@H:16]1[O:30][C@H:27]([CH2:28][OH:29])[C@@H:18]([O:19][Si:20]([C:23]([CH3:26])([CH3:25])[CH3:24])([CH3:22])[CH3:21])[CH2:17]1)[C:4]1[CH:9]=[CH:8][CH:7]=[CH:6][CH:5]=1.O.Cl. (3) Given the product [F:20][C:21]1[CH:26]=[CH:25][C:24]([O:27][CH3:28])=[CH:23][C:22]=1[C:2]1[CH:11]=[CH:10][C:5]([C:6]([O:8][CH3:9])=[O:7])=[CH:4][C:3]=1[N+:12]([O-:14])=[O:13], predict the reactants needed to synthesize it. The reactants are: Cl[C:2]1[CH:11]=[CH:10][C:5]([C:6]([O:8][CH3:9])=[O:7])=[CH:4][C:3]=1[N+:12]([O-:14])=[O:13].CN(C=O)C.[F:20][C:21]1[CH:26]=[CH:25][C:24]([O:27][CH3:28])=[CH:23][C:22]=1B(O)O.C(=O)([O-])[O-].[K+].[K+]. (4) Given the product [CH3:15][NH:14][C:6]1[N:5]2[CH:16]=[CH:17][N:18]=[C:4]2[N:3]=[C:2]([C:24]2[CH:25]=[CH:26][C:21]([CH:19]=[O:20])=[CH:22][CH:23]=2)[C:7]=1[C:8]1[CH:13]=[CH:12][CH:11]=[CH:10][CH:9]=1, predict the reactants needed to synthesize it. The reactants are: Cl[C:2]1[C:7]([C:8]2[CH:13]=[CH:12][CH:11]=[CH:10][CH:9]=2)=[C:6]([NH:14][CH3:15])[N:5]2[CH:16]=[CH:17][N:18]=[C:4]2[N:3]=1.[CH:19]([C:21]1[CH:26]=[CH:25][C:24](B(O)O)=[CH:23][CH:22]=1)=[O:20].C(=O)([O-])[O-].[Na+].[Na+]. (5) Given the product [CH3:1][N:2]([C:11]1[CH:22]=[CH:23][CH:18]=[CH:19][CH:20]=1)[C:3]1[CH:10]=[CH:9][C:6]([C:7]#[N:8])=[CH:5][CH:4]=1, predict the reactants needed to synthesize it. The reactants are: [CH3:1][N:2]([CH3:11])[C:3]1[CH:10]=[CH:9][C:6]([C:7]#[N:8])=[CH:5][CH:4]=1.FC(F)(F)S(O[C:18]1[CH:23]=[CH:22]C=[CH:20][C:19]=1[Si](C)(C)C)(=O)=O.[F-].[K+].C1OCCOCCOCCOCCOCCOC1. (6) The reactants are: [CH2:1]([O:8][C:9]1[C:18](=[O:19])[N:17]2[C:12]([C:13]([CH3:21])([CH3:20])[O:14][CH2:15][CH2:16]2)=[N:11][C:10]=1[C:22](O)=[O:23])[C:2]1[CH:7]=[CH:6][CH:5]=[CH:4][CH:3]=1.[F:25][C:26]1[CH:31]=[CH:30][C:29]([CH2:32][NH:33][O:34][CH3:35])=[CH:28][CH:27]=1. Given the product [F:25][C:26]1[CH:27]=[CH:28][C:29]([CH2:32][N:33]([O:34][CH3:35])[C:22]([C:10]2[N:11]=[C:12]3[N:17]([C:18](=[O:19])[C:9]=2[O:8][CH2:1][C:2]2[CH:3]=[CH:4][CH:5]=[CH:6][CH:7]=2)[CH2:16][CH2:15][O:14][C:13]3([CH3:20])[CH3:21])=[O:23])=[CH:30][CH:31]=1, predict the reactants needed to synthesize it. (7) Given the product [CH3:11][N:12]([CH3:13])[CH:14]=[C:8]([C:7]1[N:3]([CH2:1][CH3:2])[N:4]=[CH:5][CH:6]=1)[C:9]#[N:10], predict the reactants needed to synthesize it. The reactants are: [CH2:1]([N:3]1[C:7]([CH2:8][C:9]#[N:10])=[CH:6][CH:5]=[N:4]1)[CH3:2].[CH3:11][N:12]([CH:14](OC)OC)[CH3:13].